From a dataset of Catalyst prediction with 721,799 reactions and 888 catalyst types from USPTO. Predict which catalyst facilitates the given reaction. Reactant: Br[C:2]1[C:3]([CH2:26][N:27]2[CH2:32][CH2:31][O:30][CH2:29][CH2:28]2)=[CH:4][C:5]([O:17][CH2:18][C:19]2[CH:24]=[CH:23][C:22]([F:25])=[CH:21][CH:20]=2)=[C:6]([CH:16]=1)[C:7]([NH:9][C:10]1[C:11]([CH3:15])=[N:12][O:13][CH:14]=1)=[O:8].[CH3:33][N:34]1[CH:38]=[C:37](B2OC(C)(C)C(C)(C)O2)[CH:36]=[N:35]1.C(=O)([O-])[O-].[Na+].[Na+]. Product: [F:25][C:22]1[CH:23]=[CH:24][C:19]([CH2:18][O:17][C:5]2[CH:4]=[C:3]([CH2:26][N:27]3[CH2:32][CH2:31][O:30][CH2:29][CH2:28]3)[C:2]([C:37]3[CH:36]=[N:35][N:34]([CH3:33])[CH:38]=3)=[CH:16][C:6]=2[C:7]([NH:9][C:10]2[C:11]([CH3:15])=[N:12][O:13][CH:14]=2)=[O:8])=[CH:20][CH:21]=1. The catalyst class is: 104.